This data is from Peptide-MHC class II binding affinity with 134,281 pairs from IEDB. The task is: Regression. Given a peptide amino acid sequence and an MHC pseudo amino acid sequence, predict their binding affinity value. This is MHC class II binding data. (1) The peptide sequence is NLCCSQWGWCGSTDE. The MHC is DRB1_0802 with pseudo-sequence DRB1_0802. The binding affinity (normalized) is 0.0783. (2) The peptide sequence is NTSYRLISCNTSVI. The MHC is DRB1_0802 with pseudo-sequence DRB1_0802. The binding affinity (normalized) is 0.516. (3) The peptide sequence is ENRSWYLTENIQCFLPNPAG. The MHC is DRB1_0101 with pseudo-sequence DRB1_0101. The binding affinity (normalized) is 0. (4) The peptide sequence is VSDPSKLNNQFGSMP. The MHC is DRB1_0401 with pseudo-sequence DRB1_0401. The binding affinity (normalized) is 0.0792. (5) The peptide sequence is TLWQRPLVTIKIGGQLMEAL. The MHC is HLA-DPA10201-DPB10501 with pseudo-sequence HLA-DPA10201-DPB10501. The binding affinity (normalized) is 0.642. (6) The MHC is DRB4_0101 with pseudo-sequence DRB4_0103. The binding affinity (normalized) is 0. The peptide sequence is EDFREFSRAKGLNQEI. (7) The peptide sequence is RVPLTSNNGIKQQGI. The MHC is DRB4_0101 with pseudo-sequence DRB4_0103. The binding affinity (normalized) is 0.788. (8) The peptide sequence is WFVRNPFFAVTALTI. The MHC is HLA-DQA10102-DQB10501 with pseudo-sequence HLA-DQA10102-DQB10501. The binding affinity (normalized) is 0.683.